Dataset: Catalyst prediction with 721,799 reactions and 888 catalyst types from USPTO. Task: Predict which catalyst facilitates the given reaction. (1) Reactant: Cl[C:2]1[CH:7]=[CH:6][CH:5]=[CH:4][C:3]=1[CH:8]1[CH2:10][CH:9]1[CH:11]1[CH2:13][CH2:12]1.[CH2:14]([NH2:21])[C:15]1[CH:20]=[CH:19][CH:18]=[CH:17][CH:16]=1.C([O-])(C)(C)C.[Na+].C(OCC)(=O)C. Product: [CH2:14]([NH:21][C:2]1[CH:7]=[CH:6][CH:5]=[CH:4][C:3]=1[CH:8]1[CH2:10][CH:9]1[CH:11]1[CH2:13][CH2:12]1)[C:15]1[CH:20]=[CH:19][CH:18]=[CH:17][CH:16]=1. The catalyst class is: 216. (2) Reactant: [CH2:1]([C:3]1[C:4]([O:15]C)=[N:5][C:6]([CH3:14])=[C:7]([N:9]2[CH:13]=[CH:12][CH:11]=[N:10]2)[CH:8]=1)[CH3:2].[I-].[Na+].C(#N)C.Cl[Si](C)(C)C. Product: [CH2:1]([C:3]1[C:4](=[O:15])[NH:5][C:6]([CH3:14])=[C:7]([N:9]2[CH:13]=[CH:12][CH:11]=[N:10]2)[CH:8]=1)[CH3:2]. The catalyst class is: 6. (3) Reactant: [CH:1]1([NH:6][C@@H:7]([CH2:12][CH3:13])[C:8]([O:10][CH3:11])=[O:9])[CH2:5][CH2:4][CH2:3][CH2:2]1.C(=O)(O)[O-].[Na+].[Cl:19][C:20]1[N:25]=[C:24](Cl)[C:23]([N+:27]([O-:29])=[O:28])=[CH:22][N:21]=1.ClCCl. Product: [Cl:19][C:20]1[N:25]=[C:24]([N:6]([CH:1]2[CH2:2][CH2:3][CH2:4][CH2:5]2)[C@@H:7]([CH2:12][CH3:13])[C:8]([O:10][CH3:11])=[O:9])[C:23]([N+:27]([O-:29])=[O:28])=[CH:22][N:21]=1. The catalyst class is: 244.